This data is from Full USPTO retrosynthesis dataset with 1.9M reactions from patents (1976-2016). The task is: Predict the reactants needed to synthesize the given product. Given the product [CH3:3][C:1]([C:5]1[CH:6]=[CH:7][C:8]([CH2:9][N:10]2[C:21](=[O:22])[CH2:20][C:19](=[O:24])[N:16]([CH:13]([CH3:15])[CH3:14])[C:17]2=[O:18])=[CH:11][CH:12]=1)([CH3:4])[CH3:2], predict the reactants needed to synthesize it. The reactants are: [C:1]([C:5]1[CH:12]=[CH:11][C:8]([CH2:9][NH2:10])=[CH:7][CH:6]=1)([CH3:4])([CH3:3])[CH3:2].[CH:13]([N:16]=[C:17]=[O:18])([CH3:15])[CH3:14].[C:19](Cl)(=[O:24])[CH2:20][C:21](Cl)=[O:22].